Dataset: Reaction yield outcomes from USPTO patents with 853,638 reactions. Task: Predict the reaction yield, written as a fraction of the theoretical maximum amount of product (1.0 means a 100% yield; for example, 0.34 means a 34% yield). (1) The reactants are [CH2:1]([N:5]1[CH:9]=[C:8]([C:10]2[CH:19]=[C:18]([O:20][CH2:21][CH2:22][C@@H:23]3[NH:37][C:36](=[O:38])[N:35]([CH3:39])[CH2:34][CH2:33][CH2:32][CH2:31][CH:30]=[CH:29][C@H:28]4[C@@:26]([C:40](O)=[O:41])([CH2:27]4)[NH:25][C:24]3=[O:43])[C:17]3[C:12](=[C:13]([CH3:46])[C:14]([O:44][CH3:45])=[CH:15][CH:16]=3)[N:11]=2)[CH:7]=[N:6]1)[CH:2]([CH3:4])[CH3:3].[CH3:47][C:48]1([S:51]([NH2:54])(=[O:53])=[O:52])[CH2:50][CH2:49]1. No catalyst specified. The product is [CH2:1]([N:5]1[CH:9]=[C:8]([C:10]2[CH:19]=[C:18]([O:20][CH2:21][CH2:22][C@@H:23]3[NH:37][C:36](=[O:38])[N:35]([CH3:39])[CH2:34][CH2:33][CH2:32][CH2:31][CH:30]=[CH:29][C@H:28]4[C@@:26]([C:40]([NH:54][S:51]([C:48]5([CH3:47])[CH2:50][CH2:49]5)(=[O:53])=[O:52])=[O:41])([CH2:27]4)[NH:25][C:24]3=[O:43])[C:17]3[C:12](=[C:13]([CH3:46])[C:14]([O:44][CH3:45])=[CH:15][CH:16]=3)[N:11]=2)[CH:7]=[N:6]1)[CH:2]([CH3:3])[CH3:4]. The yield is 0.150. (2) The reactants are [Br:1][C:2]1[CH:11]=[C:10]([O:12][CH:13]([CH3:15])[CH3:14])[C:9]([CH3:16])=[C:8]2[C:3]=1[CH:4]=[CH:5][N+:6]([O-])=[CH:7]2.[CH3:18][C:19]([O:21]C(C)=O)=[O:20]. No catalyst specified. The product is [C:19]([O:21][C:7]1[C:8]2[C:3](=[C:2]([Br:1])[CH:11]=[C:10]([O:12][CH:13]([CH3:15])[CH3:14])[C:9]=2[CH3:16])[CH:4]=[CH:5][N:6]=1)(=[O:20])[CH3:18]. The yield is 0.170. (3) The reactants are [H-].[Na+].[C:3]([O:7][C:8]([NH:10][C:11]1[CH:16]=[CH:15][CH:14]=[C:13]([CH3:17])[N:12]=1)=[O:9])([CH3:6])([CH3:5])[CH3:4].I[CH3:19]. The catalyst is CN(C)C=O. The product is [C:3]([O:7][C:8]([N:10]([CH3:19])[C:11]1[CH:16]=[CH:15][CH:14]=[C:13]([CH3:17])[N:12]=1)=[O:9])([CH3:6])([CH3:5])[CH3:4]. The yield is 0.570. (4) The reactants are [CH3:1][C:2]1[CH:10]=[CH:9][C:5]([C:6](Cl)=[O:7])=[CH:4][CH:3]=1.Cl.[NH2:12][CH2:13][C:14]([N:16]1[CH2:21][CH2:20][N:19]([C:22](=[O:33])[C:23]2[CH:28]=[CH:27][CH:26]=[CH:25][C:24]=2[C:29]([F:32])([F:31])[F:30])[CH2:18][CH2:17]1)=[O:15].C(N(CC)CC)C.O. The catalyst is C(Cl)Cl. The product is [CH3:1][C:2]1[CH:10]=[CH:9][C:5]([C:6]([NH:12][CH2:13][C:14](=[O:15])[N:16]2[CH2:17][CH2:18][N:19]([C:22](=[O:33])[C:23]3[CH:28]=[CH:27][CH:26]=[CH:25][C:24]=3[C:29]([F:30])([F:32])[F:31])[CH2:20][CH2:21]2)=[O:7])=[CH:4][CH:3]=1. The yield is 0.740. (5) The reactants are [C:1]([O:7][CH2:8][C:9]([F:15])([F:14])[S:10]([O-:13])(=[O:12])=[O:11])(=[O:6])[C:2]([CH3:5])([CH3:4])[CH3:3].C([NH+](CC)CC)C.O.[Cl-].[C:25]1([I+:31][C:32]2[CH:37]=[CH:36][CH:35]=[CH:34][CH:33]=2)[CH:30]=[CH:29][CH:28]=[CH:27][CH:26]=1. The catalyst is C(Cl)(Cl)Cl. The product is [C:1]([O:7][CH2:8][C:9]([F:15])([F:14])[S:10]([O-:13])(=[O:11])=[O:12])(=[O:6])[C:2]([CH3:5])([CH3:4])[CH3:3].[C:32]1([I+:31][C:25]2[CH:26]=[CH:27][CH:28]=[CH:29][CH:30]=2)[CH:33]=[CH:34][CH:35]=[CH:36][CH:37]=1. The yield is 0.900. (6) The reactants are [C:1]([C:5]1[C:6]([N+:17]([O-])=O)=[C:7]([OH:16])[C:8]([OH:15])=[C:9]([C:11]([CH3:14])([CH3:13])[CH3:12])[CH:10]=1)([CH3:4])([CH3:3])[CH3:2]. The catalyst is CCO.[Pd]. The product is [C:1]([C:5]1[C:6]([NH2:17])=[C:7]([OH:16])[C:8]([OH:15])=[C:9]([C:11]([CH3:14])([CH3:13])[CH3:12])[CH:10]=1)([CH3:4])([CH3:2])[CH3:3]. The yield is 0.330. (7) The reactants are [CH3:1][C:2]1[N:6]2[CH:7]=[CH:8][C:9]([N+:11]([O-])=O)=[CH:10][C:5]2=[N:4][N:3]=1. The catalyst is CO.[Pt].[V]. The product is [CH3:1][C:2]1[N:6]2[CH:7]=[CH:8][C:9]([NH2:11])=[CH:10][C:5]2=[N:4][N:3]=1. The yield is 1.00. (8) The reactants are [O:1]1[C:5]2[CH:6]=[CH:7][C:8]([C:10]3[CH:15]=[CH:14][C:13]([C:16]4[N:21]=[C:20]([O:22][CH2:23][CH2:24][CH2:25][CH2:26][C:27]([CH3:32])([CH3:31])[C:28](O)=[O:29])[CH:19]=[CH:18][CH:17]=4)=[CH:12][CH:11]=3)=[CH:9][C:4]=2[O:3][CH2:2]1.[Cl:33][C:34]1[CH:39]=[CH:38][C:37]([S:40]([NH2:43])(=[O:42])=[O:41])=[CH:36][N:35]=1.CN(C1C=CC=CN=1)C.Cl.CN(C)CCCN=C=NCC. The catalyst is C(Cl)Cl. The product is [O:1]1[C:5]2[CH:6]=[CH:7][C:8]([C:10]3[CH:11]=[CH:12][C:13]([C:16]4[N:21]=[C:20]([O:22][CH2:23][CH2:24][CH2:25][CH2:26][C:27]([CH3:31])([CH3:32])[C:28]([NH:43][S:40]([C:37]5[CH:36]=[N:35][C:34]([Cl:33])=[CH:39][CH:38]=5)(=[O:41])=[O:42])=[O:29])[CH:19]=[CH:18][CH:17]=4)=[CH:14][CH:15]=3)=[CH:9][C:4]=2[O:3][CH2:2]1. The yield is 0.370. (9) The reactants are [I:1][C:2]1[N:3]=[CH:4][N:5]([CH3:8])[C:6]=1I.C([Mg]Br)C.[CH2:13]([Sn:17](Cl)([CH2:22][CH2:23][CH2:24][CH3:25])[CH2:18][CH2:19][CH2:20][CH3:21])[CH2:14][CH2:15][CH3:16].[NH4+].[Cl-]. The catalyst is C1COCC1.O. The product is [CH2:22]([Sn:17]([CH2:13][CH2:14][CH2:15][CH3:16])([CH2:18][CH2:19][CH2:20][CH3:21])[C:6]1[N:5]([CH3:8])[CH:4]=[N:3][C:2]=1[I:1])[CH2:23][CH2:24][CH3:25]. The yield is 0.760. (10) The catalyst is N1C=CC=CC=1. The yield is 0.630. The reactants are [NH2:1][C:2]1[CH:3]=[C:4]([S:8]([OH:11])(=[O:10])=[O:9])[CH:5]=[CH:6][CH:7]=1.[C:12]([C:16]1[CH:24]=[CH:23][C:19]([C:20](Cl)=[O:21])=[CH:18][CH:17]=1)([CH3:15])([CH3:14])[CH3:13]. The product is [C:12]([C:16]1[CH:17]=[CH:18][C:19]([C:20]([NH:1][C:2]2[CH:3]=[C:4]([S:8]([OH:11])(=[O:9])=[O:10])[CH:5]=[CH:6][CH:7]=2)=[O:21])=[CH:23][CH:24]=1)([CH3:15])([CH3:13])[CH3:14].